This data is from Peptide-MHC class I binding affinity with 185,985 pairs from IEDB/IMGT. The task is: Regression. Given a peptide amino acid sequence and an MHC pseudo amino acid sequence, predict their binding affinity value. This is MHC class I binding data. (1) The peptide sequence is ADYLELDTI. The MHC is Mamu-B01 with pseudo-sequence Mamu-B01. The binding affinity (normalized) is 1.00. (2) The MHC is HLA-A02:03 with pseudo-sequence HLA-A02:03. The peptide sequence is ETIEILRNYL. The binding affinity (normalized) is 0.330. (3) The peptide sequence is PLRPMTYK. The MHC is HLA-B27:05 with pseudo-sequence HLA-B27:05. The binding affinity (normalized) is 0. (4) The peptide sequence is NSAGLELIKKL. The MHC is Mamu-A01 with pseudo-sequence Mamu-A01. The binding affinity (normalized) is 0.0968. (5) The peptide sequence is TYEAYVRYPEE. The MHC is HLA-B27:05 with pseudo-sequence HLA-B27:05. The binding affinity (normalized) is 0.